Dataset: Full USPTO retrosynthesis dataset with 1.9M reactions from patents (1976-2016). Task: Predict the reactants needed to synthesize the given product. (1) Given the product [NH:24]1[C:25]2[C:21](=[C:20]([C:18]3[CH:17]=[C:16]4[C:12]([CH:13]=[N:14][NH:15]4)=[C:11]([NH:10][C:8]([C:5]4[CH:4]=[CH:3][C:2]([N:29]5[CH2:34][CH2:33][CH2:32][CH2:31][CH2:30]5)=[CH:7][N:6]=4)=[O:9])[CH:19]=3)[CH:28]=[CH:27][CH:26]=2)[CH:22]=[CH:23]1, predict the reactants needed to synthesize it. The reactants are: Br[C:2]1[CH:3]=[CH:4][C:5]([C:8]([NH:10][C:11]2[CH:19]=[C:18]([C:20]3[CH:28]=[CH:27][CH:26]=[C:25]4[C:21]=3[CH:22]=[CH:23][NH:24]4)[CH:17]=[C:16]3[C:12]=2[CH:13]=[N:14][NH:15]3)=[O:9])=[N:6][CH:7]=1.[NH:29]1[CH2:34][CH2:33][CH2:32][CH2:31][CH2:30]1.C1C=CC(P(C2C(C3C(P(C4C=CC=CC=4)C4C=CC=CC=4)=CC=C4C=3C=CC=C4)=C3C(C=CC=C3)=CC=2)C2C=CC=CC=2)=CC=1.C(=O)([O-])[O-].[Cs+].[Cs+]. (2) Given the product [NH2:8][CH:9]([CH:20]1[CH2:21][CH2:22][CH2:23][CH2:24][CH2:25]1)[CH2:10][C:11]([NH:13][CH2:14][CH2:15][C:16]([CH3:19])([CH3:18])[CH3:17])=[O:12], predict the reactants needed to synthesize it. The reactants are: C([N:8](C(C1C=CC=CC=1)C)[CH:9]([CH:20]1[CH2:25][CH2:24][CH2:23][CH2:22][CH2:21]1)[CH2:10][C:11]([NH:13][CH2:14][CH2:15][C:16]([CH3:19])([CH3:18])[CH3:17])=[O:12])C1C=CC=CC=1.CO.[H][H]. (3) Given the product [CH3:18][C:19]1[N:20]=[C:21]([CH2:25][N:13]2[CH:14]=[C:10]([C:9]#[C:8][C:6]3[CH:5]=[CH:4][N:3]=[C:2]([Cl:1])[CH:7]=3)[N:11]=[C:12]2[CH3:15])[CH:22]=[CH:23][CH:24]=1, predict the reactants needed to synthesize it. The reactants are: [Cl:1][C:2]1[CH:7]=[C:6]([C:8]#[C:9][C:10]2[N:11]=[C:12]([CH3:15])[NH:13][CH:14]=2)[CH:5]=[CH:4][N:3]=1.Cl.Cl[CH2:18][C:19]1[CH:24]=[CH:23][CH:22]=[C:21]([CH3:25])[N:20]=1. (4) Given the product [F:43][C:39]1[CH:38]=[C:37]([C@H:33]2[CH2:34][CH2:35][CH2:36][N:32]2[C:29]2[CH:30]=[CH:31][C:26]3[N:27]([C:23]([C:19]4[N:18]=[C:17]([C:15]5[CH:14]=[CH:13][N:12]=[C:11]([N:7]6[CH2:8][CH2:9][CH:4]([OH:3])[CH2:5][CH2:6]6)[CH:16]=5)[CH:22]=[CH:21][CH:20]=4)=[CH:24][N:25]=3)[N:28]=2)[CH:42]=[CH:41][CH:40]=1, predict the reactants needed to synthesize it. The reactants are: [F-].[K+].[OH:3][CH:4]1[CH2:9][CH2:8][NH:7][CH2:6][CH2:5]1.F[C:11]1[CH:16]=[C:15]([C:17]2[CH:22]=[CH:21][CH:20]=[C:19]([C:23]3[N:27]4[N:28]=[C:29]([N:32]5[CH2:36][CH2:35][CH2:34][C@@H:33]5[C:37]5[CH:42]=[CH:41][CH:40]=[C:39]([F:43])[CH:38]=5)[CH:30]=[CH:31][C:26]4=[N:25][CH:24]=3)[N:18]=2)[CH:14]=[CH:13][N:12]=1.